This data is from PAMPA (Parallel Artificial Membrane Permeability Assay) permeability data from NCATS. The task is: Regression/Classification. Given a drug SMILES string, predict its absorption, distribution, metabolism, or excretion properties. Task type varies by dataset: regression for continuous measurements (e.g., permeability, clearance, half-life) or binary classification for categorical outcomes (e.g., BBB penetration, CYP inhibition). Dataset: pampa_ncats. (1) The compound is CCC(=O)N1CCN(CC1)C2=C(C=C(C=C2)N3C(=O)C=CC4=CN=C5C=CC(=CC5=C43)C6=CC7=CC=CC=C7N=C6)C(F)(F)F. The result is 1 (high permeability). (2) The molecule is C#CCNC(=O)C1=NC(=C2N1C=CC=C2)C3=CN=CC=C3. The result is 1 (high permeability).